This data is from Forward reaction prediction with 1.9M reactions from USPTO patents (1976-2016). The task is: Predict the product of the given reaction. Given the reactants [CH:1]1([N:4]([CH:18]2[CH2:23][CH2:22][NH:21][CH2:20][CH2:19]2)[S:5]([C:8]2[CH:13]=[CH:12][CH:11]=[C:10]([C:14]([F:17])([F:16])[F:15])[CH:9]=2)(=[O:7])=[O:6])[CH2:3][CH2:2]1.[F:24][C:25]1[CH:30]=[CH:29][C:28]([C:31]([C:37]2[CH:42]=[CH:41][C:40]([F:43])=[CH:39][CH:38]=2)=[CH:32][CH2:33][C:34](O)=[O:35])=[CH:27][CH:26]=1.C1(N(C2CCN(C(=O)C=CCCC)CC2)S(C2C=CC=C(C(F)(F)F)C=2)(=O)=O)CC1, predict the reaction product. The product is: [CH:1]1([N:4]([CH:18]2[CH2:23][CH2:22][N:21]([C:34](=[O:35])[CH2:33][CH:32]=[C:31]([C:37]3[CH:42]=[CH:41][C:40]([F:43])=[CH:39][CH:38]=3)[C:28]3[CH:29]=[CH:30][C:25]([F:24])=[CH:26][CH:27]=3)[CH2:20][CH2:19]2)[S:5]([C:8]2[CH:13]=[CH:12][CH:11]=[C:10]([C:14]([F:17])([F:15])[F:16])[CH:9]=2)(=[O:6])=[O:7])[CH2:3][CH2:2]1.